Dataset: Forward reaction prediction with 1.9M reactions from USPTO patents (1976-2016). Task: Predict the product of the given reaction. (1) Given the reactants C(#N)C.Cl.[CH2:5]([O:7][C:8]1[C:27]([C@H:28]2[C@H:33]([OH:34])[C@@H:32]([OH:35])[C@H:31]([OH:36])[C@@H:30]([CH2:37][OH:38])[O:29]2)=[CH:26][C:11]([CH2:12][C:13]2[CH:22]=[C:21]3[C:15](=[CH:16][CH:17]=[CH:18][CH:19]=[CH:20]3)[C:14]=2C(O)=O)=[CH:10][C:9]=1[O:39][CH3:40])[CH3:6], predict the reaction product. The product is: [CH:14]1[C:15]2[C:21]([CH:20]=[CH:19][CH:18]=[CH:17][CH:16]=2)=[CH:22][C:13]=1[CH2:12][C:11]1[CH:10]=[C:9]([O:39][CH3:40])[C:8]([O:7][CH2:5][CH3:6])=[C:27]([C@@H:28]2[O:29][C@H:30]([CH2:37][OH:38])[C@@H:31]([OH:36])[C@H:32]([OH:35])[C@H:33]2[OH:34])[CH:26]=1. (2) Given the reactants [CH:1]1([CH2:5][O:6][C:7]2[CH:15]=[CH:14][CH:13]=[C:12]3[C:8]=2[CH:9]=[C:10]([C:16]([OH:18])=O)[NH:11]3)[CH2:4][CH2:3][CH2:2]1.Cl.Cl.Cl.[N:22]1([CH2:29][CH2:30][N:31]2[CH2:36][CH2:35][CH:34]([NH2:37])[CH2:33][CH2:32]2)[CH2:28][CH2:27][CH2:26][CH2:25][CH2:24][CH2:23]1, predict the reaction product. The product is: [N:22]1([CH2:29][CH2:30][N:31]2[CH2:32][CH2:33][CH:34]([NH:37][C:16]([C:10]3[NH:11][C:12]4[C:8]([CH:9]=3)=[C:7]([O:6][CH2:5][CH:1]3[CH2:2][CH2:3][CH2:4]3)[CH:15]=[CH:14][CH:13]=4)=[O:18])[CH2:35][CH2:36]2)[CH2:28][CH2:27][CH2:26][CH2:25][CH2:24][CH2:23]1. (3) Given the reactants [OH:1][C@H:2]1[CH2:21][N:5]2[CH2:6][C@@H:7]([C:17](OC)=[O:18])[N:8]([C:10]([O:12][C:13]([CH3:16])([CH3:15])[CH3:14])=[O:11])[CH2:9][C@H:4]2[CH2:3]1.[H-].[Na+].Br[CH2:25][CH:26]1[CH2:28][CH2:27]1.Cl.[O:30]1[C:39]2[C:34](=[CH:35][CH:36]=[CH:37][CH:38]=2)[C@H:33]([NH2:40])[CH2:32][CH2:31]1.Cl.C(N=C=NCCCN(C)C)C.ON1C2C=CC=CC=2N=N1.C(N(CC)C(C)C)(C)C, predict the reaction product. The product is: [CH:28]1([CH2:27][O:1][C@H:2]2[CH2:21][N:5]3[CH2:6][C@@H:7]([C:17](=[O:18])[NH:40][C@H:33]4[C:34]5[C:39](=[CH:38][CH:37]=[CH:36][CH:35]=5)[O:30][CH2:31][CH2:32]4)[N:8]([C:10]([O:12][C:13]([CH3:15])([CH3:14])[CH3:16])=[O:11])[CH2:9][C@H:4]3[CH2:3]2)[CH2:26][CH2:25]1. (4) Given the reactants [N:1]1[CH:6]=[CH:5][CH:4]=[C:3]([CH2:7]/[CH:8]=[CH:9]/[C:10]([O:12]C)=[O:11])[CH:2]=1.C(C1NC(/C=C/C(O)=O)=C(C)N=1)C.[OH-].[Li+], predict the reaction product. The product is: [N:1]1[CH:6]=[CH:5][CH:4]=[C:3]([CH2:7]/[CH:8]=[CH:9]/[C:10]([OH:12])=[O:11])[CH:2]=1. (5) Given the reactants [H-].[Na+].[Br:3][C:4]1[CH:13]=[C:12]2[C:7]([CH:8]=[CH:9][C:10](=[O:14])[NH:11]2)=[CH:6][CH:5]=1.[CH3:15]I, predict the reaction product. The product is: [Br:3][C:4]1[CH:13]=[C:12]2[C:7]([CH:8]=[CH:9][C:10](=[O:14])[N:11]2[CH3:15])=[CH:6][CH:5]=1. (6) Given the reactants [NH3:1].[CH2:2]([O:4][C:5]([C:7]1[C:8]2[S:16][CH:15]=[C:14]([CH2:17][O:18][C:19]3[CH:24]=[C:23]([NH:25][C:26](=[O:35])[C:27]4[CH:32]=[CH:31][C:30]([F:33])=[C:29]([Cl:34])[CH:28]=4)[CH:22]=[CH:21][C:20]=3[CH3:36])[C:9]=2[C:10](Cl)=[N:11][CH:12]=1)=[O:6])[CH3:3], predict the reaction product. The product is: [CH2:2]([O:4][C:5]([C:7]1[C:8]2[S:16][CH:15]=[C:14]([CH2:17][O:18][C:19]3[CH:24]=[C:23]([NH:25][C:26](=[O:35])[C:27]4[CH:32]=[CH:31][C:30]([F:33])=[C:29]([Cl:34])[CH:28]=4)[CH:22]=[CH:21][C:20]=3[CH3:36])[C:9]=2[C:10]([NH2:1])=[N:11][CH:12]=1)=[O:6])[CH3:3].